This data is from Serine/threonine kinase 33 screen with 319,792 compounds. The task is: Binary Classification. Given a drug SMILES string, predict its activity (active/inactive) in a high-throughput screening assay against a specified biological target. (1) The molecule is S(=O)(=O)(N(CC1OCCC1)C)c1ccc(cc1)C(=O)Nc1c(c(ccc1)C)C. The result is 0 (inactive). (2) The molecule is S(=O)(=O)(NCC1CCCN(C1)Cc1cccnc1)c1ccc(OC)cc1. The result is 0 (inactive). (3) The compound is O(C1(OC)N=C(N)C2(C1(C1=C(NC2c2ccc(OC)cc2)CCC1)C#N)C#N)C. The result is 0 (inactive). (4) The drug is Clc1cc(CC(=O)Nc2cc(S(=O)(=O)N3CCOCC3)ccc2)ccc1Cl. The result is 0 (inactive). (5) The drug is o1c2c(c(O)c(OC)c(O)c2)c(=O)cc1c1cc(O)c(O)cc1. The result is 1 (active).